Dataset: Full USPTO retrosynthesis dataset with 1.9M reactions from patents (1976-2016). Task: Predict the reactants needed to synthesize the given product. (1) Given the product [CH2:19]([O:21][C:22](=[O:35])[CH:23]([O:32][CH2:33][CH3:34])[CH2:24][C:25]1[CH:26]=[CH:27][C:28]([O:31][CH2:51][CH2:50][C:47]2[CH:48]=[CH:49][C:44]([O:43][CH2:36][C:37]3[CH:42]=[CH:41][CH:40]=[CH:39][CH:38]=3)=[CH:45][CH:46]=2)=[CH:29][CH:30]=1)[CH3:20], predict the reactants needed to synthesize it. The reactants are: N(C(N1CCCCC1)=O)=NC(N1CCCCC1)=O.[CH2:19]([O:21][C:22](=[O:35])[CH:23]([O:32][CH2:33][CH3:34])[CH2:24][C:25]1[CH:30]=[CH:29][C:28]([OH:31])=[CH:27][CH:26]=1)[CH3:20].[CH2:36]([O:43][C:44]1[CH:49]=[CH:48][C:47]([CH2:50][CH2:51]O)=[CH:46][CH:45]=1)[C:37]1[CH:42]=[CH:41][CH:40]=[CH:39][CH:38]=1.C1(P(C2C=CC=CC=2)C2C=CC=CC=2)C=CC=CC=1. (2) Given the product [CH3:1][C:2]1([CH3:9])[CH2:7][CH2:6][CH2:5][CH:4]([S:8][CH2:22][C:21]2[CH:24]=[CH:25][C:18]([C:16]#[N:17])=[CH:19][CH:20]=2)[CH2:3]1, predict the reactants needed to synthesize it. The reactants are: [CH3:1][C:2]1([CH3:9])[CH2:7][CH2:6][CH2:5][CH:4]([SH:8])[CH2:3]1.C(=O)([O-])[O-].[K+].[K+].[C:16]([C:18]1[CH:25]=[CH:24][C:21]([CH2:22]Br)=[CH:20][CH:19]=1)#[N:17].